Task: Predict which catalyst facilitates the given reaction.. Dataset: Catalyst prediction with 721,799 reactions and 888 catalyst types from USPTO (1) Reactant: [Cl:1][C:2]1[CH:11]=[CH:10][C:5]([C:6]([NH:8]O)=[NH:7])=[CH:4][CH:3]=1.[CH2:12]([O:14][C:15](=[O:18])[C:16]#[CH:17])[CH3:13]. Product: [CH2:12]([O:14][C:15]([C:16]1[NH:7][C:6]([C:5]2[CH:10]=[CH:11][C:2]([Cl:1])=[CH:3][CH:4]=2)=[N:8][CH:17]=1)=[O:18])[CH3:13]. The catalyst class is: 5. (2) Reactant: [C:1]([N:4]1[CH2:9][CH2:8][N:7]([C:10]2[CH:11]=[CH:12][C:13]([N+:18]([O-])=O)=[C:14]([CH:17]=2)[C:15]#[N:16])[CH2:6][CH2:5]1)(=[O:3])[CH3:2]. Product: [C:1]([N:4]1[CH2:5][CH2:6][N:7]([C:10]2[CH:11]=[CH:12][C:13]([NH2:18])=[C:14]([CH:17]=2)[C:15]#[N:16])[CH2:8][CH2:9]1)(=[O:3])[CH3:2]. The catalyst class is: 50. (3) The catalyst class is: 3. Product: [F:1][C:2]([F:11])([F:10])[C:3]1[CH:4]=[CH:5][C:6]([O:12][C:13]2[CH:14]=[C:15]([CH2:19][OH:20])[CH:16]=[CH:17][CH:18]=2)=[N:7][CH:8]=1. Reactant: [F:1][C:2]([F:11])([F:10])[C:3]1[CH:4]=[CH:5][C:6](Cl)=[N:7][CH:8]=1.[OH:12][C:13]1[CH:14]=[C:15]([CH2:19][OH:20])[CH:16]=[CH:17][CH:18]=1.C(=O)([O-])[O-].[K+].[K+]. (4) Reactant: [CH3:1][C:2]1[C:6]([NH2:7])=[C:5]([C:8]2[CH:13]=[CH:12][CH:11]=[CH:10][CH:9]=2)[NH:4][N:3]=1.[S:14]1[C:18]([C:19](Cl)=O)=[CH:17][C:16]2[CH:22]=[CH:23][CH:24]=[CH:25][C:15]1=2. Product: [S:14]1[C:18]([C:19]2[C:13]3[CH:12]=[CH:11][CH:10]=[CH:9][C:8]=3[C:5]3[NH:4][N:3]=[C:2]([CH3:1])[C:6]=3[N:7]=2)=[CH:17][C:16]2[CH:22]=[CH:23][CH:24]=[CH:25][C:15]1=2. The catalyst class is: 17. (5) Reactant: [CH2:1]([N:8]1[CH2:12][CH2:11][CH:10]([N:13]2[CH2:17][CH2:16][C@@H:15]([Br:18])[C:14]2=[O:19])[CH2:9]1)[C:2]1[CH:7]=[CH:6][CH:5]=[CH:4][CH:3]=1.[CH:20]1[CH:25]=[CH:24][C:23]([P:26]([C:33]2[CH:38]=[CH:37][CH:36]=[CH:35][CH:34]=2)[C:27]2[CH:32]=[CH:31][CH:30]=[CH:29][CH:28]=2)=[CH:22][CH:21]=1. Product: [Br-:18].[CH2:1]([N:8]1[CH2:12][CH2:11][CH:10]([N:13]2[CH2:17][CH2:16][C@@H:15]([P+:26]([C:27]3[CH:28]=[CH:29][CH:30]=[CH:31][CH:32]=3)([C:33]3[CH:38]=[CH:37][CH:36]=[CH:35][CH:34]=3)[C:23]3[CH:22]=[CH:21][CH:20]=[CH:25][CH:24]=3)[C:14]2=[O:19])[CH2:9]1)[C:2]1[CH:7]=[CH:6][CH:5]=[CH:4][CH:3]=1. The catalyst class is: 260. (6) Reactant: Cl[C:2]1[CH:7]=[C:6]([N:8]2[CH:12]=[CH:11][N:10]=[CH:9]2)[N:5]=[CH:4][N:3]=1.[NH3:13]. Product: [N:8]1([C:6]2[N:5]=[CH:4][N:3]=[C:2]([NH2:13])[CH:7]=2)[CH:12]=[CH:11][N:10]=[CH:9]1. The catalyst class is: 5. (7) Reactant: [OH:1][C@H:2]([C@@H:24]([NH:32][C:33](=[O:43])[C@H:34]([CH:40]([CH3:42])[CH3:41])[NH:35][C:36]([O:38][CH3:39])=[O:37])[CH2:25][C:26]1[CH:31]=[CH:30][CH:29]=[CH:28][CH:27]=1)[CH2:3][N:4]([CH2:17][CH:18]1[CH2:23][CH2:22][CH2:21][CH2:20][CH2:19]1)[NH:5][C:6](=[O:16])[C@H:7]([CH:13]([CH3:15])[CH3:14])[NH:8][C:9]([O:11][CH3:12])=[O:10]. Product: [OH:1][C@H:2]([C@@H:24]([NH:32][C:33](=[O:43])[C@H:34]([CH:40]([CH3:42])[CH3:41])[NH:35][C:36]([O:38][CH3:39])=[O:37])[CH2:25][CH:26]1[CH2:31][CH2:30][CH2:29][CH2:28][CH2:27]1)[CH2:3][N:4]([CH2:17][CH:18]1[CH2:19][CH2:20][CH2:21][CH2:22][CH2:23]1)[NH:5][C:6](=[O:16])[C@H:7]([CH:13]([CH3:14])[CH3:15])[NH:8][C:9]([O:11][CH3:12])=[O:10]. The catalyst class is: 5. (8) Reactant: [OH:1][C:2]1[C:3]([C:14]#[N:15])=[N:4][CH:5]=[C:6]([N:8]2[CH2:13][CH2:12][O:11][CH2:10][CH2:9]2)[CH:7]=1.N1C=CC=CC=1.[F:22][C:23]([F:36])([F:35])[S:24](O[S:24]([C:23]([F:36])([F:35])[F:22])(=[O:26])=[O:25])(=[O:26])=[O:25]. Product: [C:14]([C:3]1[C:2]([O:1][S:24]([C:23]([F:36])([F:35])[F:22])(=[O:26])=[O:25])=[CH:7][C:6]([N:8]2[CH2:9][CH2:10][O:11][CH2:12][CH2:13]2)=[CH:5][N:4]=1)#[N:15]. The catalyst class is: 2. (9) Reactant: [CH:1]1([C@H:5]([NH:7][C:8]2[C:9]3[NH:18][C:17]([C:19]4[CH:24]=[CH:23][CH:22]=[C:21]([CH3:25])[CH:20]=4)=[CH:16][C:10]=3[N:11]=[C:12]([C:14]#[N:15])[N:13]=2)[CH3:6])[CH2:4][CH2:3][CH2:2]1.C(=O)([O-])[O-].[K+].[K+].[Cl:32][C:33]1[CH:40]=[CH:39][C:36]([CH2:37]Br)=[CH:35][C:34]=1[F:41]. Product: [Cl:32][C:33]1[CH:40]=[CH:39][C:36]([CH2:37][N:18]2[C:9]3[C:8]([NH:7][C@@H:5]([CH:1]4[CH2:4][CH2:3][CH2:2]4)[CH3:6])=[N:13][C:12]([C:14]#[N:15])=[N:11][C:10]=3[CH:16]=[C:17]2[C:19]2[CH:24]=[CH:23][CH:22]=[C:21]([CH3:25])[CH:20]=2)=[CH:35][C:34]=1[F:41]. The catalyst class is: 675.